From a dataset of Catalyst prediction with 721,799 reactions and 888 catalyst types from USPTO. Predict which catalyst facilitates the given reaction. (1) Reactant: [OH:1][CH2:2][CH:3]([C:17]1[CH:22]=[CH:21][CH:20]=[CH:19][CH:18]=1)[C:4]([NH:6][C:7]1[CH:8]=[C:9]2[C:14](=[CH:15][CH:16]=1)[CH:13]=[N:12][CH:11]=[CH:10]2)=[O:5].[CH3:23][S:24](Cl)(=[O:26])=[O:25]. Product: [CH3:23][S:24]([O:1][CH2:2][CH:3]([C:17]1[CH:22]=[CH:21][CH:20]=[CH:19][CH:18]=1)[C:4]([NH:6][C:7]1[CH:8]=[C:9]2[C:14](=[CH:15][CH:16]=1)[CH:13]=[N:12][CH:11]=[CH:10]2)=[O:5])(=[O:26])=[O:25]. The catalyst class is: 17. (2) Reactant: Cl.[F:2][C:3]1[C:8]([F:9])=[CH:7][CH:6]=[CH:5][C:4]=1[C@H:10]1[CH2:16][N:15]2[C:17]([CH2:20][C:21]([F:24])([F:23])[F:22])=[N:18][N:19]=[C:14]2[C@H:13]([NH:25]C(=O)OC(C)(C)C)[CH2:12][CH2:11]1. Product: [F:2][C:3]1[C:8]([F:9])=[CH:7][CH:6]=[CH:5][C:4]=1[C@H:10]1[CH2:16][N:15]2[C:17]([CH2:20][C:21]([F:24])([F:22])[F:23])=[N:18][N:19]=[C:14]2[C@H:13]([NH2:25])[CH2:12][CH2:11]1. The catalyst class is: 12. (3) Reactant: [CH2:1]([O:8][C:9](=[O:23])[C@@H:10]([NH:15][C:16]([O:18][C:19]([CH3:22])([CH3:21])[CH3:20])=[O:17])[CH2:11][C:12](O)=[O:13])[C:2]1[CH:7]=[CH:6][CH:5]=[CH:4][CH:3]=1. Product: [CH2:1]([O:8][C:9](=[O:23])[C@@H:10]([NH:15][C:16]([O:18][C:19]([CH3:21])([CH3:20])[CH3:22])=[O:17])[CH2:11][CH2:12][OH:13])[C:2]1[CH:7]=[CH:6][CH:5]=[CH:4][CH:3]=1. The catalyst class is: 1.